Task: Predict which catalyst facilitates the given reaction.. Dataset: Catalyst prediction with 721,799 reactions and 888 catalyst types from USPTO (1) Reactant: Cl.[C:2]([NH2:5])(=[NH:4])[CH3:3].C[O-].[Na+].[C:9]([C:11]1[CH:16]=[CH:15][CH:14]=[CH:13][C:12]=1[C:17]1[CH:22]=[CH:21][C:20]([CH2:23][CH:24]([C:30](=O)[CH2:31][CH2:32][CH3:33])[C:25](OCC)=[O:26])=[C:19]([F:35])[CH:18]=1)#[N:10].[Cl-].[NH4+]. Product: [F:35][C:19]1[CH:18]=[C:17]([C:12]2[C:11]([C:9]#[N:10])=[CH:16][CH:15]=[CH:14][CH:13]=2)[CH:22]=[CH:21][C:20]=1[CH2:23][C:24]1[C:25](=[O:26])[NH:5][C:2]([CH3:3])=[N:4][C:30]=1[CH2:31][CH2:32][CH3:33]. The catalyst class is: 125. (2) Reactant: [Si]([O:8][C:9]1[CH:14]=[CH:13][C:12]([C:15](=[O:18])[CH2:16][CH3:17])=[CH:11][C:10]=1[CH2:19][CH3:20])(C(C)(C)C)(C)C. Product: [CH2:19]([C:10]1[CH:11]=[C:12]([C:15](=[O:18])[CH2:16][CH3:17])[CH:13]=[CH:14][C:9]=1[OH:8])[CH3:20]. The catalyst class is: 1. (3) Product: [NH:18]1[CH:19]=[N:20][C:16]([C:12]2[CH:11]=[C:10]3[C:15](=[CH:14][CH:13]=2)[NH:7][N:8]=[C:9]3[C:40]2[CH:41]=[C:42]([NH:46][C:49](=[O:50])[CH2:48][N:61]3[CH2:66][CH2:65][O:64][CH2:63][CH2:62]3)[CH:43]=[CH:44][CH:45]=2)=[N:17]1. The catalyst class is: 30. Reactant: O1CCCCC1[N:7]1[C:15]2[C:10](=[CH:11][C:12]([C:16]3[N:20]=[CH:19][N:18](C(C4C=CC=CC=4)(C4C=CC=CC=4)C4C=CC=CC=4)[N:17]=3)=[CH:13][CH:14]=2)[C:9]([C:40]2[CH:41]=[C:42]([NH2:46])[CH:43]=[CH:44][CH:45]=2)=[N:8]1.Cl[CH2:48][C:49](Cl)=[O:50].C(N(CC)C(C)C)(C)C.[NH:61]1[CH2:66][CH2:65][O:64][CH2:63][CH2:62]1. (4) Reactant: [F:1][C:2]1[CH:15]=[CH:14][C:5]([C:6]([C:8]2[CH:13]=[CH:12][CH:11]=[CH:10][CH:9]=2)=[O:7])=[CH:4][CH:3]=1.[BH4-].[Na+]. Product: [F:1][C:2]1[CH:3]=[CH:4][C:5]([CH:6]([C:8]2[CH:9]=[CH:10][CH:11]=[CH:12][CH:13]=2)[OH:7])=[CH:14][CH:15]=1. The catalyst class is: 98. (5) Reactant: [Br:1][C:2]1[CH:7]=[CH:6][N:5]=[C:4](F)[CH:3]=1.Cl.[F:10][C:11]([F:22])([F:21])[C:12]1[N:16]2[CH2:17][CH2:18][NH:19][CH2:20][C:15]2=[N:14][N:13]=1.C(=O)([O-])[O-].[K+].[K+]. Product: [Br:1][C:2]1[CH:7]=[CH:6][N:5]=[C:4]([N:19]2[CH2:18][CH2:17][N:16]3[C:12]([C:11]([F:22])([F:10])[F:21])=[N:13][N:14]=[C:15]3[CH2:20]2)[CH:3]=1. The catalyst class is: 39. (6) Reactant: FC(F)(F)C(O)=O.[NH2:8][CH2:9][CH2:10][C:11]1[N:16]=[C:15]([C:17]2[S:18][C:19]3[CH:27]=[CH:26][CH:25]=[CH:24][C:20]=3[C:21](=[O:23])[N:22]=2)[CH:14]=[CH:13][CH:12]=1.[C:28](Cl)(=[O:35])[C:29]1[CH:34]=[CH:33][CH:32]=[CH:31][CH:30]=1.C(=O)([O-])[O-].[K+].[K+].C(OCC)(=O)C. Product: [O:23]=[C:21]1[C:20]2[CH:24]=[CH:25][CH:26]=[CH:27][C:19]=2[S:18][C:17]([C:15]2[N:16]=[C:11]([CH2:10][CH2:9][NH:8][C:28](=[O:35])[C:29]3[CH:34]=[CH:33][CH:32]=[CH:31][CH:30]=3)[CH:12]=[CH:13][CH:14]=2)=[N:22]1. The catalyst class is: 395. (7) Product: [CH:25]1([CH2:24][N:7]2[CH:8]=[C:3]([O:2][CH3:1])[C:4](=[O:20])[C:5]([C:9]3[N:13]([C:14]4[CH:19]=[CH:18][CH:17]=[CH:16][CH:15]=4)[N:12]=[CH:11][CH:10]=3)=[N:6]2)[CH2:27][CH2:26]1. Reactant: [CH3:1][O:2][C:3]1[C:4]([OH:20])=[C:5]([C:9]2[N:13]([C:14]3[CH:19]=[CH:18][CH:17]=[CH:16][CH:15]=3)[N:12]=[CH:11][CH:10]=2)[N:6]=[N:7][CH:8]=1.[H-].[Na+].Br[CH2:24][CH:25]1[CH2:27][CH2:26]1.CO. The catalyst class is: 9. (8) Reactant: [CH3:1][CH:2]([NH:4][CH2:5][C:6]1[CH:7]=[N:8][CH:9]=[C:10](B2OC(C)(C)C(C)(C)O2)[CH:11]=1)[CH3:3].Br[C:22]1[CH:23]=[C:24]2[C:28](=[C:29]([C:31]([NH2:33])=[O:32])[CH:30]=1)[NH:27][CH:26]=[C:25]2[CH:34]1[CH2:39][CH2:38][N:37]([S:40]([CH2:43][CH3:44])(=[O:42])=[O:41])[CH2:36][CH2:35]1.C([O-])([O-])=O.[K+].[K+].O1CCOCC1. Product: [CH2:43]([S:40]([N:37]1[CH2:36][CH2:35][CH:34]([C:25]2[C:24]3[C:28](=[C:29]([C:31]([NH2:33])=[O:32])[CH:30]=[C:22]([C:10]4[CH:9]=[N:8][CH:7]=[C:6]([CH2:5][NH:4][CH:2]([CH3:1])[CH3:3])[CH:11]=4)[CH:23]=3)[NH:27][CH:26]=2)[CH2:39][CH2:38]1)(=[O:42])=[O:41])[CH3:44]. The catalyst class is: 6. (9) Reactant: O=[C:2]1[CH2:7][CH2:6][N:5]([C:8]2[CH:15]=[CH:14][C:11]([C:12]#[N:13])=[CH:10][CH:9]=2)[CH2:4][CH2:3]1.Cl.[CH3:17][NH:18][CH3:19].[BH3-]C#N.[Na+].Cl. Product: [CH3:17][N:18]([CH3:19])[CH:2]1[CH2:7][CH2:6][N:5]([C:8]2[CH:15]=[CH:14][C:11]([C:12]#[N:13])=[CH:10][CH:9]=2)[CH2:4][CH2:3]1. The catalyst class is: 5.